Dataset: Reaction yield outcomes from USPTO patents with 853,638 reactions. Task: Predict the reaction yield, written as a fraction of the theoretical maximum amount of product (1.0 means a 100% yield; for example, 0.34 means a 34% yield). (1) The reactants are [NH2:1][C:2]1[N:7]=[C:6]([NH2:8])[C:5]([N:9]2[CH2:14][CH2:13][N:12]([C:15]3[CH:20]=[CH:19][C:18]([C:21](=O)[CH3:22])=[CH:17][CH:16]=3)[CH2:11][CH2:10]2)=[C:4]([CH3:24])[N:3]=1.[C:25]1([NH:31][NH2:32])[CH:30]=[CH:29][CH:28]=[CH:27][CH:26]=1. The product is [CH3:24][C:4]1[N:3]=[C:2]([NH2:1])[N:7]=[C:6]([NH2:8])[C:5]=1[N:9]1[CH2:10][CH2:11][N:12]([C:15]2[CH:16]=[CH:17][C:18]([C:21](=[N:32][NH:31][C:25]3[CH:30]=[CH:29][CH:28]=[CH:27][CH:26]=3)[CH3:22])=[CH:19][CH:20]=2)[CH2:13][CH2:14]1. The catalyst is C(O)(=O)C.C(O)C. The yield is 0.700. (2) The reactants are Cl.[CH2:2]1[C@@H:6]2[CH2:7][NH:8][CH2:9][C@@H:5]2[CH2:4][N:3]1[C:10]([O:12][CH2:13][C:14]1[CH:19]=[C:18]([Cl:20])[CH:17]=[C:16]([Cl:21])[CH:15]=1)=[O:11].N1C=CC=CC=1.[O:28]=[C:29]1[NH:33][C:32]2[CH:34]=[CH:35][C:36]([S:38](Cl)(=[O:40])=[O:39])=[CH:37][C:31]=2[O:30]1.C(OCC)(=O)C.CCCCCCC. The catalyst is CC(C)=O. The product is [O:28]=[C:29]1[NH:33][C:32]2[CH:34]=[CH:35][C:36]([S:38]([N:8]3[CH2:7][C@H:6]4[CH2:2][N:3]([C:10]([O:12][CH2:13][C:14]5[CH:19]=[C:18]([Cl:20])[CH:17]=[C:16]([Cl:21])[CH:15]=5)=[O:11])[CH2:4][C@H:5]4[CH2:9]3)(=[O:40])=[O:39])=[CH:37][C:31]=2[O:30]1. The yield is 0.410. (3) The reactants are Br[C:2]1[CH:7]=[CH:6][C:5]([S:8]([N:11]([CH3:13])[CH3:12])(=[O:10])=[O:9])=[C:4]([C:14]([F:17])([F:16])[F:15])[CH:3]=1.[C:18]([C:20]1[N:24]([CH3:25])[C:23](B(O)O)=[CH:22][CH:21]=1)#[N:19].[F-].[K+]. The catalyst is C1C=CC(/C=C/C(/C=C/C2C=CC=CC=2)=O)=CC=1.C1C=CC(/C=C/C(/C=C/C2C=CC=CC=2)=O)=CC=1.C1C=CC(/C=C/C(/C=C/C2C=CC=CC=2)=O)=CC=1.[Pd].[Pd].C(P(C(C)(C)C)C(C)(C)C)(C)(C)C. The product is [C:18]([C:20]1[N:24]([CH3:25])[C:23]([C:2]2[CH:7]=[CH:6][C:5]([S:8]([N:11]([CH3:13])[CH3:12])(=[O:10])=[O:9])=[C:4]([C:14]([F:17])([F:16])[F:15])[CH:3]=2)=[CH:22][CH:21]=1)#[N:19]. The yield is 0.580. (4) The reactants are [N:1]#[C:2]Br.[NH2:4][C:5]1[C:6]([OH:12])=[N:7][CH:8]=[C:9]([Br:11])[CH:10]=1. The yield is 0.701. The product is [Br:11][C:9]1[CH:10]=[C:5]2[N:4]=[C:2]([NH2:1])[O:12][C:6]2=[N:7][CH:8]=1. The catalyst is O.C(O)C. (5) The reactants are [Cl:1][C:2]1[N:10]=[C:9]2[C:5]([N:6]=[C:7]([CH:12]=O)[N:8]2[CH3:11])=[C:4]([N:14]2[CH2:19][CH2:18][O:17][CH2:16][CH2:15]2)[N:3]=1.Cl.[O:21]1[CH2:26][CH2:25][CH:24]([CH:27]2[CH2:30][NH:29][CH2:28]2)[CH2:23][CH2:22]1.C(O[BH-](OC(=O)C)OC(=O)C)(=O)C.[Na+]. The catalyst is ClCCCl. The product is [Cl:1][C:2]1[N:10]=[C:9]2[C:5]([N:6]=[C:7]([CH2:12][N:29]3[CH2:30][CH:27]([CH:24]4[CH2:25][CH2:26][O:21][CH2:22][CH2:23]4)[CH2:28]3)[N:8]2[CH3:11])=[C:4]([N:14]2[CH2:19][CH2:18][O:17][CH2:16][CH2:15]2)[N:3]=1. The yield is 0.450. (6) The reactants are [NH2:1][C:2]1[C:11]2[C:6](=[C:7](I)[C:8]([F:12])=[CH:9][CH:10]=2)[N:5]=[N:4][C:3]=1[C:14]([NH:16][CH2:17][CH2:18][CH3:19])=[O:15].[F:20][C:21]1[CH:26]=[CH:25][C:24]([F:27])=[CH:23][C:22]=1B(O)O. No catalyst specified. The product is [NH2:1][C:2]1[C:11]2[C:6](=[C:7]([C:25]3[CH:26]=[C:21]([F:20])[CH:22]=[CH:23][C:24]=3[F:27])[C:8]([F:12])=[CH:9][CH:10]=2)[N:5]=[N:4][C:3]=1[C:14]([NH:16][CH2:17][CH2:18][CH3:19])=[O:15]. The yield is 0.350.